From a dataset of Forward reaction prediction with 1.9M reactions from USPTO patents (1976-2016). Predict the product of the given reaction. (1) The product is: [CH:16]([NH:15][C:6]1[C:5]2[C:10](=[CH:11][C:2]([NH:25][C:26]3[CH:31]=[CH:30][CH:29]=[CH:28][CH:27]=3)=[CH:3][CH:4]=2)[N:9]=[N:8][C:7]=1[C:12]([NH2:14])=[O:13])([CH3:18])[CH3:17]. Given the reactants I[C:2]1[CH:11]=[C:10]2[C:5]([C:6]([NH:15][CH:16]([CH3:18])[CH3:17])=[C:7]([C:12]([NH2:14])=[O:13])[N:8]=[N:9]2)=[CH:4][CH:3]=1.CC(C)([O-])C.[Na+].[NH2:25][C:26]1[CH:31]=[CH:30][CH:29]=[CH:28][CH:27]=1, predict the reaction product. (2) Given the reactants [CH3:1][Si:2]([CH3:48])([CH3:47])[CH2:3][CH2:4][O:5][CH2:6][N:7]([CH2:39][O:40][CH2:41][CH2:42][Si:43]([CH3:46])([CH3:45])[CH3:44])[C:8]1[N:13]2[N:14]=[CH:15][C:16]([C:17]3[CH:18]=[N:19][C:20]4[C:25]([CH:26]=3)=[CH:24][CH:23]=[CH:22][CH:21]=4)=[C:12]2[N:11]=[C:10]([CH:27]2[CH2:32][CH2:31][CH:30]([CH2:33][C:34]([O:36][CH2:37][CH3:38])=[O:35])[CH2:29][CH2:28]2)[CH:9]=1.[Br:49]N1C(=O)CCC1=O, predict the reaction product. The product is: [CH3:44][Si:43]([CH3:46])([CH3:45])[CH2:42][CH2:41][O:40][CH2:39][N:7]([CH2:6][O:5][CH2:4][CH2:3][Si:2]([CH3:1])([CH3:47])[CH3:48])[C:8]1[N:13]2[N:14]=[CH:15][C:16]([C:17]3[CH:18]=[N:19][C:20]4[C:25]([CH:26]=3)=[CH:24][CH:23]=[CH:22][CH:21]=4)=[C:12]2[N:11]=[C:10]([CH:27]2[CH2:32][CH2:31][CH:30]([CH2:33][C:34]([O:36][CH2:37][CH3:38])=[O:35])[CH2:29][CH2:28]2)[C:9]=1[Br:49]. (3) Given the reactants FC(F)(F)C(O)=O.[F:8][C:9]1[CH:14]=[C:13]([N:15]2[CH:19]=[N:18][N:17]=[N:16]2)[CH:12]=[CH:11][C:10]=1[C:20]1[CH:21]=[CH:22][C:23]2[O:27][C:26]([CH:28]3[CH2:33][CH2:32][NH:31][CH2:30][CH2:29]3)=[N:25][C:24]=2[CH:34]=1.[CH3:35][S:36](Cl)(=[O:38])=[O:37].C(Cl)Cl.O, predict the reaction product. The product is: [F:8][C:9]1[CH:14]=[C:13]([N:15]2[CH:19]=[N:18][N:17]=[N:16]2)[CH:12]=[CH:11][C:10]=1[C:20]1[CH:21]=[CH:22][C:23]2[O:27][C:26]([CH:28]3[CH2:29][CH2:30][N:31]([S:36]([CH3:35])(=[O:38])=[O:37])[CH2:32][CH2:33]3)=[N:25][C:24]=2[CH:34]=1. (4) Given the reactants [Br:1][C:2]1[CH:3]=[C:4]2[C:9](=[CH:10][CH:11]=1)[CH2:8][C:7](=O)[CH2:6][CH2:5]2.C([O-])(=O)C.[NH4+].C([BH3-])#[N:19].[Na+], predict the reaction product. The product is: [Br:1][C:2]1[CH:3]=[C:4]2[C:9](=[CH:10][CH:11]=1)[CH2:8][CH:7]([NH2:19])[CH2:6][CH2:5]2.